This data is from NCI-60 drug combinations with 297,098 pairs across 59 cell lines. The task is: Regression. Given two drug SMILES strings and cell line genomic features, predict the synergy score measuring deviation from expected non-interaction effect. Drug 1: N.N.Cl[Pt+2]Cl. Drug 2: CC1C(C(CC(O1)OC2CC(CC3=C2C(=C4C(=C3O)C(=O)C5=C(C4=O)C(=CC=C5)OC)O)(C(=O)CO)O)N)O.Cl. Cell line: A498. Synergy scores: CSS=47.9, Synergy_ZIP=-2.59, Synergy_Bliss=-3.03, Synergy_Loewe=-37.5, Synergy_HSA=-1.19.